Dataset: Experimentally validated miRNA-target interactions with 360,000+ pairs, plus equal number of negative samples. Task: Binary Classification. Given a miRNA mature sequence and a target amino acid sequence, predict their likelihood of interaction. (1) The miRNA is hsa-miR-597-5p with sequence UGUGUCACUCGAUGACCACUGU. The protein sequence of the target gene is MARPPVPGSVVVPNWHESAEGKEYLACILRKNRRRVFGLLERPVLLPPVSIDTASYKIFVSGKSGVGKTALVAKLAGLEVPVVHHETTGIQTTVVFWPAKLQASSRVVMFRFEFWDCGESALKKFDHMLLACMENTDAFLFLFSFTDRASFEDLPGQLARIAGEAPGVVRMVIGSKFDQYMHTDVPERDLTAFRQAWELPLLRVKSVPGRRLADGRTLDGRAGLADVAHILNGLAEQLWHQDQVAAGLLPNPPESAPE. Result: 0 (no interaction). (2) The miRNA is hsa-miR-3120-3p with sequence CACAGCAAGUGUAGACAGGCA. The protein sequence of the target gene is MPGVCDRAPDFLSPSEDQVLRPALGSSVALNCTAWVVSGPHCSLPSVQWLKDGLPLGIGGHYSLHEYSWVKANLSEVLVSSVLGVNVTSTEVYGAFTCSIQNISFSSFTLQRAGPTSHVAAVLASLLVLLALLLAALLYVKCRLNVLLWYQDAYGEVEINDGKLYDAYVSYSDCPEDRKFVNFILKPQLERRRGYKLFLDDRDLLPRAEPSADLLVNLSRCRRLIVVLSDAFLSRAWCSHSFREGLCRLLELTRRPIFITFEGQRRDPAHPALRLLRQHRHLVTLLLWRPGSVTPSSDFW.... Result: 0 (no interaction). (3) The miRNA is hsa-miR-585-3p with sequence UGGGCGUAUCUGUAUGCUA. The protein sequence of the target gene is MSRHHSRFERDYRVGWDRREWSVNGTHGTTSICSVTSGAGGGTASSLSVRPGLLPLPVVPSRLPTPATAPAPCTTGSSEAITSLVASSASAVTTKAPGISKGDSQSQGLATSIRWGQTPINQSTPWDTDEPPSKQMRESDNPGTGPWVTTVAAGNQPTLIAHSYGVAQPPTFSPAVNVQAPVIGVTPSLPPHVGPQLPLMPGHYSLPQPPSQPLSSVVVNMPAQALYASPQPLAVSTLPGVGQVARPGPTAVGNGHMAGPLLPPPPPAQPSATLPSGAPATNGPPTTDSAHGLQMLRTIG.... Result: 0 (no interaction). (4) The miRNA is hsa-miR-4528 with sequence UCAUUAUAUGUAUGAUCUGGAC. The protein sequence of the target gene is MEPPVPQSSVPVNPSSVMVQPLLDSRAPHSRLQHPLTILPIDQMKTSHVENDYIDNPSLAPATGPKRPRGGPPELAPTPARCDQDITHHWISFSGRPSSVSSSSSTSSDQRLLDHMAPPPVAEQASPRAVRLQPKVVHCKPLDLKGPTAPPELDKHFLLCEACGKCKCKECASPRTLPSCWVCNQECLCSAQTLVNYGTCMCLVQGIFYHCTNEDDEGSCADHPCSCSGSNCCARWSFMGALSVVLPCLLCYLPATGCVKLAQRGYDRLRRPGCRCKHTNSVICKAASGDTKTSRSDKPF.... Result: 0 (no interaction). (5) The miRNA is mmu-miR-669b-5p with sequence AGUUUUGUGUGCAUGUGCAUGU. The protein sequence of the target gene is MPRERDSTDHSNMKEEGGSDLSVRSRKRKANVAVFLQDPDEEIAKIDKTVKSEDSSQPWDDNSACVDPCSFIPTPNKEEDNELEYPRTAFQPRKIRPPRASPLPVLNWGNREEVWRIMLNKEKTYLRDEHFLQRHPLLQARMRAVLLDWLMEVCEVYKLHRETFYLAQDFFDRYMASQHNIIKTLLQLIGISALFIASKLEEIYPPKLHQFAYVTDGACSGDEILTMELMMMKALKWRLSPLTIVSWLNVYVQVAYVNDTGEVLMPQYPQQVFVQIAELLDLCVLDVGCLEFPYGVLAAS.... Result: 0 (no interaction). (6) The miRNA is mmu-miR-7b-5p with sequence UGGAAGACUUGUGAUUUUGUUGUU. The protein sequence of the target gene is MANALASATCERCKGGFAPAEKIVNSNGELYHEQCFVCAQCFQQFPEGLFYEFEGRKYCEHDFQMLFAPCCHQCGEFIIGRVIKAMNNSWHPECFRCDLCQEVLADIGFVKNAGRHLCRPCHNREKARGLGKYICQKCHAIIDEQPLIFKNDPYHPDHFNCANCGKELTADARELKGELYCLPCHDKMGVPICGACRRPIEGRVVNAMGKQWHVEHFVCAKCEKPFLGHRHYERKGLAYCETHYNQLFGDVCFHCNRVIEGDVVSALNKAWCVSCFACSTCNTKLTLKNKFVEFDMKPVC.... Result: 1 (interaction). (7) The miRNA is hsa-miR-181d-5p with sequence AACAUUCAUUGUUGUCGGUGGGU. The protein sequence of the target gene is MERNVLTTFSQEMSQLILNEMPKAEYSSLFNDFVESEFFLIDGDSLLITCICEISFKPGQNLHFFYLVERYLVDLISKGGQFTIVFFKDAEYAYFNFPELLSLRTALILHLQKNTTIDVRTTFSRCLSKEWGSFLEESYPYFLIVADEGLNDLQTQLFNFLIIHSWARKVNVVLSSGQESDVLCLYAYLLPSMYRHQIFSWKNKQNIKDAYTTLLNQLERFKLSALAPLFGSLKWNNITEEAHKTVSLLTQVWPEGSDIRRVFCVTSCSLSLRMYHRFLGNREPSSGQETEIQQVNSNCL.... Result: 0 (no interaction).